This data is from Reaction yield outcomes from USPTO patents with 853,638 reactions. The task is: Predict the reaction yield, written as a fraction of the theoretical maximum amount of product (1.0 means a 100% yield; for example, 0.34 means a 34% yield). The reactants are [Cl:1][C:2]1[CH:17]=[CH:16][C:5]2[S:6][C:7]([CH:9]=[CH:10][CH2:11][CH2:12][CH2:13][CH2:14][CH3:15])=[CH:8][C:4]=2[CH:3]=1.[BH4-]. The catalyst is CO. The product is [Cl:1][C:2]1[CH:17]=[CH:16][C:5]2[S:6][C:7]([CH2:9][CH2:10][CH2:11][CH2:12][CH2:13][CH2:14][CH3:15])=[CH:8][C:4]=2[CH:3]=1. The yield is 0.480.